Dataset: Tox21: 12 toxicity assays (nuclear receptors and stress response pathways). Task: Binary classification across 12 toxicity assays. (1) The compound is O=[Se](O)O. It tested positive (active) for: SR-ARE (Antioxidant Response Element (oxidative stress)), SR-MMP (Mitochondrial Membrane Potential disruption), and SR-p53 (p53 tumor suppressor activation). (2) The molecule is Cc1ccc(S(=O)(=O)NC(=O)NN2CCCCCC2)cc1. It tested positive (active) for: NR-ER (Estrogen Receptor agonist activity).